Dataset: Reaction yield outcomes from USPTO patents with 853,638 reactions. Task: Predict the reaction yield, written as a fraction of the theoretical maximum amount of product (1.0 means a 100% yield; for example, 0.34 means a 34% yield). (1) The reactants are Br[C:2]1[C:10]2[C:5](=[N:6][CH:7]=[C:8]([CH3:11])[CH:9]=2)[N:4]([S:12]([C:15]2[CH:21]=[CH:20][C:18]([CH3:19])=[CH:17][CH:16]=2)(=[O:14])=[O:13])[CH:3]=1.[B:22]1([B:22]2[O:26][C:25]([CH3:28])([CH3:27])[C:24]([CH3:30])([CH3:29])[O:23]2)[O:26][C:25]([CH3:28])([CH3:27])[C:24]([CH3:30])([CH3:29])[O:23]1.C([O-])(=O)C.[K+]. The catalyst is O1CCOCC1.C1C=CC([P]([Pd]([P](C2C=CC=CC=2)(C2C=CC=CC=2)C2C=CC=CC=2)([P](C2C=CC=CC=2)(C2C=CC=CC=2)C2C=CC=CC=2)[P](C2C=CC=CC=2)(C2C=CC=CC=2)C2C=CC=CC=2)(C2C=CC=CC=2)C2C=CC=CC=2)=CC=1. The product is [CH3:11][C:8]1[CH:9]=[C:10]2[C:2]([B:22]3[O:26][C:25]([CH3:28])([CH3:27])[C:24]([CH3:30])([CH3:29])[O:23]3)=[CH:3][N:4]([S:12]([C:15]3[CH:21]=[CH:20][C:18]([CH3:19])=[CH:17][CH:16]=3)(=[O:14])=[O:13])[C:5]2=[N:6][CH:7]=1. The yield is 0.690. (2) The reactants are I[C:2]1[C:3]([CH3:13])=[N:4][N:5]([C:7]2[CH:8]=[N:9][CH:10]=[CH:11][CH:12]=2)[CH:6]=1.C([Mg]Cl)(C)C.C(O[B:23]1[O:27][C:26]([CH3:29])([CH3:28])[C:25]([CH3:31])([CH3:30])[O:24]1)(C)C. The catalyst is C1COCC1. The product is [CH3:13][C:3]1[C:2]([B:23]2[O:27][C:26]([CH3:29])([CH3:28])[C:25]([CH3:31])([CH3:30])[O:24]2)=[CH:6][N:5]([C:7]2[CH:8]=[N:9][CH:10]=[CH:11][CH:12]=2)[N:4]=1. The yield is 0.820.